Dataset: Merck oncology drug combination screen with 23,052 pairs across 39 cell lines. Task: Regression. Given two drug SMILES strings and cell line genomic features, predict the synergy score measuring deviation from expected non-interaction effect. (1) Drug 1: CN(Cc1cnc2nc(N)nc(N)c2n1)c1ccc(C(=O)NC(CCC(=O)O)C(=O)O)cc1. Drug 2: C#Cc1cccc(Nc2ncnc3cc(OCCOC)c(OCCOC)cc23)c1. Cell line: SKMEL30. Synergy scores: synergy=-0.558. (2) Drug 1: CCC1(O)CC2CN(CCc3c([nH]c4ccccc34)C(C(=O)OC)(c3cc4c(cc3OC)N(C)C3C(O)(C(=O)OC)C(OC(C)=O)C5(CC)C=CCN6CCC43C65)C2)C1. Drug 2: CC(C)CC(NC(=O)C(Cc1ccccc1)NC(=O)c1cnccn1)B(O)O. Cell line: OCUBM. Synergy scores: synergy=7.40. (3) Drug 1: O=c1[nH]cc(F)c(=O)[nH]1. Drug 2: NC(=O)c1cccc2cn(-c3ccc(C4CCCNC4)cc3)nc12. Cell line: RPMI7951. Synergy scores: synergy=1.77.